Task: Predict the product of the given reaction.. Dataset: Forward reaction prediction with 1.9M reactions from USPTO patents (1976-2016) Given the reactants [F:1][C:2]1[CH:7]=[CH:6][C:5]([C:8]2[CH:9]=[N:10][C:11]3[C:16]([CH:17]=2)=[CH:15][CH:14]=[CH:13][CH:12]=3)=[CH:4][CH:3]=1.OCC1(OC[C@@H](O)[C@@H](O)[C@H]1O)O, predict the reaction product. The product is: [F:1][C:2]1[CH:3]=[CH:4][C:5]([CH:8]2[CH2:17][C:16]3[C:11](=[CH:12][CH:13]=[CH:14][CH:15]=3)[NH:10][CH2:9]2)=[CH:6][CH:7]=1.